This data is from Full USPTO retrosynthesis dataset with 1.9M reactions from patents (1976-2016). The task is: Predict the reactants needed to synthesize the given product. (1) Given the product [CH:18]1([S:23][CH:4]([C:5]2[CH:10]=[CH:9][CH:8]=[C:7]([O:11][C:12]([F:15])([F:14])[F:13])[CH:6]=2)[C:3]([OH:2])=[O:17])[CH2:22][CH2:21][CH2:20][CH2:19]1.[CH:18]1([S:23][CH:4]([C:5]2[CH:10]=[CH:9][CH:8]=[C:7]([O:11][C:12]([F:13])([F:14])[F:15])[CH:6]=2)[C:3]([NH:24][C:25]2[S:26][CH:27]=[CH:28][N:29]=2)=[O:17])[CH2:22][CH2:21][CH2:20][CH2:19]1, predict the reactants needed to synthesize it. The reactants are: C[O:2][C:3](=[O:17])[CH:4](Br)[C:5]1[CH:10]=[CH:9][CH:8]=[C:7]([O:11][C:12]([F:15])([F:14])[F:13])[CH:6]=1.[CH:18]1([SH:23])[CH2:22][CH2:21][CH2:20][CH2:19]1.[NH2:24][C:25]1[S:26][CH:27]=[CH:28][N:29]=1. (2) Given the product [N+:34]([C:26]1[CH:25]=[C:24]([C:22]([NH:20][N:21]=[C:15]([C:12]2[C:13]([OH:14])=[C:9]([C:6]3[CH:7]=[CH:8][C:3]([C:2]([F:19])([F:18])[F:1])=[CH:4][CH:5]=3)[S:10][CH:11]=2)[CH3:17])=[O:23])[CH:33]=[CH:32][C:27]=1[C:28]([O:30][CH3:31])=[O:29])([O-:36])=[O:35], predict the reactants needed to synthesize it. The reactants are: [F:1][C:2]([F:19])([F:18])[C:3]1[CH:8]=[CH:7][C:6]([C:9]2[S:10][CH:11]=[C:12]([C:15]([CH3:17])=O)[C:13]=2[OH:14])=[CH:5][CH:4]=1.[NH:20]([C:22]([C:24]1[CH:33]=[CH:32][C:27]([C:28]([O:30][CH3:31])=[O:29])=[C:26]([N+:34]([O-:36])=[O:35])[CH:25]=1)=[O:23])[NH2:21].O.S(C1C=CC(C)=CC=1)(O)(=O)=O. (3) Given the product [Li+:25].[CH:1]([N:3]1[CH2:8][CH2:7][N:6]([C:9]2[CH:10]=[CH:11][C:12]([CH3:15])=[CH:13][CH:14]=2)[C:5](=[O:16])[CH:4]1[CH:17]([OH:23])[C:18]([O-:20])=[O:19])=[O:2], predict the reactants needed to synthesize it. The reactants are: [CH:1]([N:3]1[CH2:8][CH2:7][N:6]([C:9]2[CH:14]=[CH:13][C:12]([CH3:15])=[CH:11][CH:10]=2)[C:5](=[O:16])[CH:4]1[CH:17]([OH:23])[C:18]([O:20]CC)=[O:19])=[O:2].O[Li:25].O.[OH-].[Na+]. (4) Given the product [Cl:1][C:2]1[CH:3]=[CH:4][C:5]([N:8]2[C:16]([CH:17]([CH:21]3[CH2:26][CH2:25][CH2:24][CH2:23][CH2:22]3)[C:18]([NH:60][C@H:61]3[CH2:66][CH2:65][C@H:64]([OH:67])[CH2:63][CH2:62]3)=[O:19])=[C:15]3[C:10]([CH2:11][CH2:12][CH2:13][CH2:14]3)=[N:9]2)=[CH:6][CH:7]=1, predict the reactants needed to synthesize it. The reactants are: [Cl:1][C:2]1[CH:7]=[CH:6][C:5]([N:8]2[C:16]([CH:17]([CH:21]3[CH2:26][CH2:25][CH2:24][CH2:23][CH2:22]3)[C:18](O)=[O:19])=[C:15]3[C:10]([CH2:11][CH2:12][CH2:13][CH2:14]3)=[N:9]2)=[CH:4][CH:3]=1.CCN(C(C)C)C(C)C.CN(C(ON1N=NC2C=CC=NC1=2)=[N+](C)C)C.F[P-](F)(F)(F)(F)F.[NH2:60][C@H:61]1[CH2:66][CH2:65][C@H:64]([OH:67])[CH2:63][CH2:62]1.